Dataset: Reaction yield outcomes from USPTO patents with 853,638 reactions. Task: Predict the reaction yield, written as a fraction of the theoretical maximum amount of product (1.0 means a 100% yield; for example, 0.34 means a 34% yield). (1) The reactants are CN(C(ON1N=NC2C=CC=NC1=2)=[N+](C)C)C.F[P-](F)(F)(F)(F)F.[CH:25]1([C:28]2[N:32]3[CH:33]=[C:34]([C:41]4[CH:45]=[CH:44][O:43][CH:42]=4)[CH:35]=[C:36]([C:37]([F:40])([F:39])[F:38])[C:31]3=[N:30][C:29]=2[C:46](O)=[O:47])[CH2:27][CH2:26]1.[NH:49]1[CH2:53][CH:52]=[C:51]([C:54]2[S:55][CH:56]=[CH:57][N:58]=2)[CH2:50]1. No catalyst specified. The product is [CH:25]1([C:28]2[N:32]3[CH:33]=[C:34]([C:41]4[CH:45]=[CH:44][O:43][CH:42]=4)[CH:35]=[C:36]([C:37]([F:38])([F:40])[F:39])[C:31]3=[N:30][C:29]=2[C:46]([N:49]2[CH2:53][CH:52]=[C:51]([C:54]3[S:55][CH:56]=[CH:57][N:58]=3)[CH2:50]2)=[O:47])[CH2:27][CH2:26]1. The yield is 0.0800. (2) The reactants are [CH3:1][S:2]([C:5]1[CH:10]=[CH:9][CH:8]=[CH:7][C:6]=1[OH:11])(=[O:4])=[O:3].[CH2:12]1COCC1.[CH:34]1[CH:35]=[CH:30]C(P([C:30]2[CH:35]=[CH:34][CH:33]=[CH:32]C=2)[C:34]2[CH:35]=[CH:30]C=[CH:32][CH:33]=2)=[CH:32][CH:33]=1.CC[O:38][C:39](/[N:41]=N/C(OCC)=O)=O.C1C=C2C([C:56](O)(O)[C:57](=[O:58])[C:51]2=CC=1)=O. The catalyst is C(Cl)Cl. The product is [C:57]([O:58][C:39]([N:41]1[CH2:32][CH2:33][CH:34]([O:11][C:6]2[CH:7]=[CH:8][CH:9]=[CH:10][C:5]=2[S:2]([CH3:1])(=[O:3])=[O:4])[CH2:35][CH2:30]1)=[O:38])([CH3:56])([CH3:51])[CH3:12]. The yield is 0.870.